The task is: Predict the reaction yield, written as a fraction of the theoretical maximum amount of product (1.0 means a 100% yield; for example, 0.34 means a 34% yield).. This data is from Reaction yield outcomes from USPTO patents with 853,638 reactions. (1) The reactants are [O:1]1[C:10]2[C:5](=[N:6][CH:7]=[CH:8][CH:9]=2)[C:4](=O)[CH2:3][CH2:2]1.[C:12]([O:16][C:17](=[O:24])[NH:18][CH2:19][CH2:20][CH2:21][CH2:22][NH2:23])([CH3:15])([CH3:14])[CH3:13].[BH-](OC(C)=O)(OC(C)=O)OC(C)=O.[Na+]. No catalyst specified. The product is [C:12]([O:16][C:17](=[O:24])[NH:18][CH2:19][CH2:20][CH2:21][CH2:22][NH:23][CH:4]1[C:5]2=[N:6][CH:7]=[CH:8][CH:9]=[C:10]2[O:1][CH2:2][CH2:3]1)([CH3:15])([CH3:13])[CH3:14]. The yield is 0.720. (2) The reactants are C(C1C=C(NC(=O)CCCC2C=CC([B:25]([OH:27])[OH:26])=CC=2)C=CC=1S(CC)(=O)=O)#N.Br[C:30]1[CH:50]=[CH:49][C:33]([CH2:34][CH2:35][N:36]([CH3:48])[C:37]([NH:39][C:40]2[CH:45]=[CH:44][CH:43]=[C:42]([C:46]#[N:47])[CH:41]=2)=[O:38])=[C:32]([CH2:51][CH3:52])[CH:31]=1. No catalyst specified. The product is [C:46]([C:42]1[CH:41]=[C:40]([NH:39][C:37](=[O:38])[N:36]([CH2:35][CH2:34][C:33]2[CH:49]=[CH:50][C:30]([B:25]([OH:27])[OH:26])=[CH:31][C:32]=2[CH2:51][CH3:52])[CH3:48])[CH:45]=[CH:44][CH:43]=1)#[N:47]. The yield is 0.400. (3) The reactants are [CH2:1]([NH:3][CH2:4][CH3:5])[CH3:2].C([O:13][CH2:14][CH2:15][N:16]1[C:28]2[CH2:27][CH2:26][CH2:25][CH:24]([C:29]([OH:31])=[O:30])[C:23]=2[C:22]2[C:17]1=[CH:18][CH:19]=[CH:20][C:21]=2[O:32][CH3:33])C1C=CC=CC=1.[H][H]. The catalyst is CO.[Pd]. The product is [CH2:1]([NH:3][CH2:4][CH3:5])[CH3:2].[OH:13][CH2:14][CH2:15][N:16]1[C:28]2[CH2:27][CH2:26][CH2:25][CH:24]([C:29]([OH:31])=[O:30])[C:23]=2[C:22]2[C:17]1=[CH:18][CH:19]=[CH:20][C:21]=2[O:32][CH3:33]. The yield is 1.00. (4) The reactants are [N+:1]([C:4]1[CH:13]=[C:12]2[C:7]([CH2:8][CH2:9][CH2:10][C:11]2=[O:14])=[CH:6][CH:5]=1)([O-:3])=[O:2].[BH4-].[Na+]. The catalyst is CO. The product is [N+:1]([C:4]1[CH:13]=[C:12]2[C:7]([CH2:8][CH2:9][CH2:10][CH:11]2[OH:14])=[CH:6][CH:5]=1)([O-:3])=[O:2]. The yield is 0.800. (5) The product is [Br:1][C:2]1[CH:10]=[C:9]2[C:5]([C@:6]3([C@@H:16]([O:17][CH3:18])[CH2:15]/[C:14](=[N:28]/[OH:27])/[CH2:13][C@H:12]3[C:20]3[CH:25]=[CH:24][CH:23]=[C:22]([Cl:26])[CH:21]=3)[C:7](=[O:11])[NH:8]2)=[CH:4][CH:3]=1. The yield is 0.460. The reactants are [Br:1][C:2]1[CH:10]=[C:9]2[C:5]([C:6]3([CH:16]([O:17][CH3:18])[CH2:15][C:14](=O)[CH2:13][CH:12]3[C:20]3[CH:25]=[CH:24][CH:23]=[C:22]([Cl:26])[CH:21]=3)[C:7](=[O:11])[NH:8]2)=[CH:4][CH:3]=1.[OH-:27].[NH4+:28].Cl.[OH-].[Na+]. The catalyst is CCO. (6) The reactants are [CH3:1][C:2]1[CH:11]=[CH:10][C:9]2[C:4](=[CH:5][CH:6]=[CH:7][CH:8]=2)[C:3]=1[CH2:12][C:13]([OH:15])=O.CN1CCCCC1.C(OC(Cl)=O)C(C)C.Cl.[CH3:32][NH:33][O:34][CH3:35]. The catalyst is C(Cl)Cl. The product is [CH3:35][O:34][N:33]([CH3:32])[C:13](=[O:15])[CH2:12][C:3]1[C:4]2[C:9](=[CH:8][CH:7]=[CH:6][CH:5]=2)[CH:10]=[CH:11][C:2]=1[CH3:1]. The yield is 1.00.